From a dataset of Forward reaction prediction with 1.9M reactions from USPTO patents (1976-2016). Predict the product of the given reaction. (1) Given the reactants Br[CH:2]([C:13]1[CH:18]=[CH:17][C:16]([S:19][CH3:20])=[CH:15][CH:14]=1)[C:3]([C:5]1[CH:10]=[CH:9][C:8]([O:11][CH3:12])=[CH:7][CH:6]=1)=O.[NH2:21][C:22]1[N:27]=[C:26]([O:28][CH3:29])[CH:25]=[C:24]([O:30]C)[N:23]=1, predict the reaction product. The product is: [CH3:29][O:28][C:26]1[N:27]2[C:2]([C:13]3[CH:18]=[CH:17][C:16]([S:19][CH3:20])=[CH:15][CH:14]=3)=[C:3]([C:5]3[CH:10]=[CH:9][C:8]([O:11][CH3:12])=[CH:7][CH:6]=3)[N:21]=[C:22]2[N:23]=[C:24]([OH:30])[CH:25]=1. (2) Given the reactants [F:1][C:2]1[CH:7]=[C:6]([CH2:8][OH:9])[CH:5]=[C:4](F)[N:3]=1.[NH3:11], predict the reaction product. The product is: [NH2:11][C:4]1[CH:5]=[C:6]([CH2:8][OH:9])[CH:7]=[C:2]([F:1])[N:3]=1. (3) Given the reactants Br[C:2]1[CH:3]=[CH:4][C:5]([O:10][CH:11]2[CH2:16][CH2:15][C:14]([F:18])([F:17])[CH2:13][CH2:12]2)=[C:6]([CH:9]=1)[C:7]#[N:8].[B:19]1([B:19]2[O:23][C:22]([CH3:25])([CH3:24])[C:21]([CH3:27])([CH3:26])[O:20]2)[O:23][C:22]([CH3:25])([CH3:24])[C:21]([CH3:27])([CH3:26])[O:20]1.C([O-])(=O)C.[K+], predict the reaction product. The product is: [F:17][C:14]1([F:18])[CH2:15][CH2:16][CH:11]([O:10][C:5]2[CH:4]=[CH:3][C:2]([B:19]3[O:23][C:22]([CH3:25])([CH3:24])[C:21]([CH3:27])([CH3:26])[O:20]3)=[CH:9][C:6]=2[C:7]#[N:8])[CH2:12][CH2:13]1.